From a dataset of Forward reaction prediction with 1.9M reactions from USPTO patents (1976-2016). Predict the product of the given reaction. (1) Given the reactants [N:1]1([CH2:7][CH2:8][N:9]2[CH2:14][CH2:13][CH:12]([NH:15][C:16]([C:18]3[NH:19][C:20]4[C:25]([CH:26]=3)=[C:24]([O:27][CH2:28][CH:29]([CH3:31])[CH3:30])[CH:23]=[CH:22][CH:21]=4)=[O:17])[CH2:11][CH2:10]2)[CH2:6][CH:5]=[CH:4][CH2:3][CH2:2]1.Cl.[F:33]C1CCCNC1.CCN(C(C)C)C(C)C.[I-].C(C[P+](C1C=CC=CC=1)(C1C=CC=CC=1)C1C=CC=CC=1)#N, predict the reaction product. The product is: [F:33][CH:5]1[CH2:4][CH2:3][CH2:2][N:1]([CH2:7][CH2:8][N:9]2[CH2:10][CH2:11][CH:12]([NH:15][C:16]([C:18]3[NH:19][C:20]4[C:25]([CH:26]=3)=[C:24]([O:27][CH2:28][CH:29]([CH3:31])[CH3:30])[CH:23]=[CH:22][CH:21]=4)=[O:17])[CH2:13][CH2:14]2)[CH2:6]1. (2) Given the reactants [OH:1][C:2]1[N:7]=[C:6]([NH:8][C:9](=[O:13])[CH:10]([CH3:12])[CH3:11])[N:5]=[C:4]2[NH:14][N:15]=[C:16]([CH2:17][C:18]([O:20]C)=[O:19])[C:3]=12.[OH-].[Na+], predict the reaction product. The product is: [OH:1][C:2]1[N:7]=[C:6]([NH:8][C:9](=[O:13])[CH:10]([CH3:12])[CH3:11])[N:5]=[C:4]2[NH:14][N:15]=[C:16]([CH2:17][C:18]([OH:20])=[O:19])[C:3]=12. (3) Given the reactants O[C:2]1[CH:6]=[C:5]([C:7]([O:9][CH3:10])=O)[NH:4][N:3]=1.[CH2:11](Br)[C:12]1[CH:17]=[CH:16][CH:15]=[CH:14][CH:13]=1.[C:19](=[O:22])([O-])[O-].[K+].[K+].[OH2:25], predict the reaction product. The product is: [CH2:11]([N:4]1[C:5]([C:7]([O:9][CH3:10])=[O:25])=[CH:6][C:2]([O:22][CH2:19][C:12]2[CH:17]=[CH:16][CH:15]=[CH:14][CH:13]=2)=[N:3]1)[C:12]1[CH:17]=[CH:16][CH:15]=[CH:14][CH:13]=1. (4) Given the reactants [C:1]1([C:7]2[C:11]([C:12]([F:15])([F:14])[F:13])=[C:10]([C:16]([OH:18])=O)[O:9][N:8]=2)[CH:6]=[CH:5][CH:4]=[CH:3][CH:2]=1.[Cl:19][C:20]1[CH:21]=[C:22]([CH:35]=[CH:36][C:37]=1[C:38](=[N:40]O)[NH2:39])[CH2:23][N:24]1[CH2:27][CH:26]([C:28]([O:30][C:31]([CH3:34])([CH3:33])[CH3:32])=[O:29])[CH2:25]1.C1N(P(Cl)(N2C(=O)OCC2)=O)C(=O)OC1.C(N(CC)CC)C, predict the reaction product. The product is: [Cl:19][C:20]1[CH:21]=[C:22]([CH:35]=[CH:36][C:37]=1[C:38]1[N:40]=[C:16]([C:10]2[O:9][N:8]=[C:7]([C:1]3[CH:2]=[CH:3][CH:4]=[CH:5][CH:6]=3)[C:11]=2[C:12]([F:13])([F:14])[F:15])[O:18][N:39]=1)[CH2:23][N:24]1[CH2:27][CH:26]([C:28]([O:30][C:31]([CH3:33])([CH3:34])[CH3:32])=[O:29])[CH2:25]1. (5) Given the reactants Br[C:2]1[CH:3]=[N:4][C:5]2[N:6]([CH:8]=[C:9]([CH2:11][O:12][C:13]3[CH:18]=[CH:17][N:16]=[C:15]([F:19])[CH:14]=3)[N:10]=2)[CH:7]=1.[F:20][C:21]1[CH:26]=[C:25]([F:27])[CH:24]=[CH:23][C:22]=1B(O)O, predict the reaction product. The product is: [F:20][C:21]1[CH:26]=[C:25]([F:27])[CH:24]=[CH:23][C:22]=1[C:2]1[CH:3]=[N:4][C:5]2[N:6]([CH:8]=[C:9]([CH2:11][O:12][C:13]3[CH:18]=[CH:17][N:16]=[C:15]([F:19])[CH:14]=3)[N:10]=2)[CH:7]=1. (6) Given the reactants F[C:2]1[CH:7]=[CH:6][CH:5]=[C:4]([N+:8]([O-])=O)[CH:3]=1.[CH3:11][CH:12]1[NH:17][CH:16]([CH3:18])[CH2:15][NH:14][CH2:13]1, predict the reaction product. The product is: [CH3:18][CH:16]1[NH:17][CH:12]([CH3:11])[CH2:13][N:14]([C:2]2[CH:3]=[C:4]([NH2:8])[CH:5]=[CH:6][CH:7]=2)[CH2:15]1. (7) Given the reactants Br[C:2]1[CH:3]=[C:4]([CH:31]=[CH:32][CH:33]=1)[CH2:5][N:6]1[CH:11]=[C:10]([C:12]2[O:16][N:15]=[C:14]([C:17]3[CH:22]=[CH:21][C:20]([C:23]4([C:26]([F:29])([F:28])[F:27])[CH2:25][CH2:24]4)=[CH:19][CH:18]=3)[N:13]=2)[CH:9]=[CH:8][C:7]1=[O:30].[C:34]([CH:36]1[CH2:41][CH2:40][NH:39][CH2:38][CH2:37]1)#[N:35], predict the reaction product. The product is: [O:30]=[C:7]1[CH:8]=[CH:9][C:10]([C:12]2[O:16][N:15]=[C:14]([C:17]3[CH:22]=[CH:21][C:20]([C:23]4([C:26]([F:29])([F:28])[F:27])[CH2:25][CH2:24]4)=[CH:19][CH:18]=3)[N:13]=2)=[CH:11][N:6]1[CH2:5][C:4]1[CH:3]=[C:2]([N:39]2[CH2:40][CH2:41][CH:36]([C:34]#[N:35])[CH2:37][CH2:38]2)[CH:33]=[CH:32][CH:31]=1. (8) Given the reactants [O-]CC.[Na+].[CH3:5][O:6][C:7]1[CH:12]=[CH:11][C:10]([SH:13])=[CH:9][CH:8]=1.Br[CH2:15][CH:16]([O:19][CH3:20])[O:17][CH3:18], predict the reaction product. The product is: [CH3:18][O:17][CH:16]([O:19][CH3:20])[CH2:15][S:13][C:10]1[CH:11]=[CH:12][C:7]([O:6][CH3:5])=[CH:8][CH:9]=1. (9) Given the reactants [CH2:1]([C:8]1[O:12][C:11]([C:13]2[CH:18]=[C:17]([F:19])[CH:16]=[CH:15][C:14]=2[F:20])=[N:10][C:9]=1[CH2:21][OH:22])[C:2]1[CH:7]=[CH:6][CH:5]=[CH:4][CH:3]=1.CC(OI1(OC(C)=O)(OC(C)=O)OC(=O)C2C=CC=CC1=2)=O.C([O-])(O)=O.[Na+].[O-]S([O-])(=S)=O.[Na+].[Na+], predict the reaction product. The product is: [CH2:1]([C:8]1[O:12][C:11]([C:13]2[CH:18]=[C:17]([F:19])[CH:16]=[CH:15][C:14]=2[F:20])=[N:10][C:9]=1[CH:21]=[O:22])[C:2]1[CH:3]=[CH:4][CH:5]=[CH:6][CH:7]=1.